From a dataset of Catalyst prediction with 721,799 reactions and 888 catalyst types from USPTO. Predict which catalyst facilitates the given reaction. (1) Reactant: [Cl:1][C:2]1[CH:3]=[N:4][C:5]2[C:10]([C:11]=1O)=[CH:9][C:8]([O:13][CH3:14])=[CH:7][CH:6]=2.P(Br)(Br)[Br:16].C(=O)([O-])[O-].[Na+].[Na+]. Product: [Br:16][C:11]1[C:10]2[C:5](=[CH:6][CH:7]=[C:8]([O:13][CH3:14])[CH:9]=2)[N:4]=[CH:3][C:2]=1[Cl:1]. The catalyst class is: 3. (2) Reactant: Cl[C:2]1[N:7]=[CH:6][N:5]=[C:4]([NH:8][C@H:9]2[CH2:12][C@H:11]([NH:13][C:14]3[N:23]=[CH:22][C:21]4[C:16](=[CH:17][CH:18]=[CH:19][CH:20]=4)[N:15]=3)[CH2:10]2)[C:3]=1[NH2:24].[F:25][C:26]([F:37])([F:36])[C:27](O[C:27](=O)[C:26]([F:37])([F:36])[F:25])=O.C(N(CC)CC)C.C(O)(=[O:47])C. Product: [N:15]1[C:16]2[C:21](=[CH:20][CH:19]=[CH:18][CH:17]=2)[CH:22]=[N:23][C:14]=1[NH:13][C@H:11]1[CH2:12][C@H:9]([N:8]2[C:27]([C:26]([F:37])([F:36])[F:25])=[N:24][C:3]3[C:4]2=[N:5][CH:6]=[N:7][C:2]=3[OH:47])[CH2:10]1. The catalyst class is: 4. (3) Reactant: Cl[C:2]1[N:7]=[N:6][C:5]([CH2:8][N:9]2[C:18]3[C:13](=[CH:14][CH:15]=[CH:16][C:17]=3[F:19])[C:12](=[O:20])[C:11]([C:21]([OH:23])=[O:22])=[CH:10]2)=[CH:4][CH:3]=1.[NH:24]1[CH2:29][CH2:28][CH2:27][CH2:26][CH2:25]1. Product: [F:19][C:17]1[CH:16]=[CH:15][CH:14]=[C:13]2[C:18]=1[N:9]([CH2:8][C:5]1[N:6]=[N:7][C:2]([N:24]3[CH2:29][CH2:28][CH2:27][CH2:26][CH2:25]3)=[CH:3][CH:4]=1)[CH:10]=[C:11]([C:21]([OH:23])=[O:22])[C:12]2=[O:20]. The catalyst class is: 16.